From a dataset of NCI-60 drug combinations with 297,098 pairs across 59 cell lines. Regression. Given two drug SMILES strings and cell line genomic features, predict the synergy score measuring deviation from expected non-interaction effect. (1) Synergy scores: CSS=67.3, Synergy_ZIP=-1.67, Synergy_Bliss=-2.91, Synergy_Loewe=2.53, Synergy_HSA=3.31. Drug 1: CCC1(CC2CC(C3=C(CCN(C2)C1)C4=CC=CC=C4N3)(C5=C(C=C6C(=C5)C78CCN9C7C(C=CC9)(C(C(C8N6C)(C(=O)OC)O)OC(=O)C)CC)OC)C(=O)OC)O.OS(=O)(=O)O. Drug 2: CC1C(C(CC(O1)OC2CC(CC3=C2C(=C4C(=C3O)C(=O)C5=C(C4=O)C(=CC=C5)OC)O)(C(=O)CO)O)N)O.Cl. Cell line: A498. (2) Drug 1: C1=C(C(=O)NC(=O)N1)F. Drug 2: C#CCC(CC1=CN=C2C(=N1)C(=NC(=N2)N)N)C3=CC=C(C=C3)C(=O)NC(CCC(=O)O)C(=O)O. Cell line: NCI/ADR-RES. Synergy scores: CSS=33.2, Synergy_ZIP=-6.09, Synergy_Bliss=-5.36, Synergy_Loewe=-4.85, Synergy_HSA=-4.99. (3) Drug 1: CCC1=CC2CC(C3=C(CN(C2)C1)C4=CC=CC=C4N3)(C5=C(C=C6C(=C5)C78CCN9C7C(C=CC9)(C(C(C8N6C)(C(=O)OC)O)OC(=O)C)CC)OC)C(=O)OC.C(C(C(=O)O)O)(C(=O)O)O. Cell line: SK-OV-3. Drug 2: C1CNP(=O)(OC1)N(CCCl)CCCl. Synergy scores: CSS=44.7, Synergy_ZIP=2.40, Synergy_Bliss=2.88, Synergy_Loewe=-68.2, Synergy_HSA=0.334.